From a dataset of Forward reaction prediction with 1.9M reactions from USPTO patents (1976-2016). Predict the product of the given reaction. (1) Given the reactants [Br:1][C:2]1[CH:7]=[CH:6][C:5]([N:8]2[C:17]3[C:12](=[CH:13][C:14]([S:18]([O:21]C4C(F)=C(F)C(F)=C(F)C=4F)(=[O:20])=O)=[CH:15][CH:16]=3)[CH:11]=[CH:10][C:9]2=[O:33])=[C:4]([O:34][CH3:35])[CH:3]=1.[N:36]1[CH:41]=[CH:40][CH:39]=[C:38]([NH2:42])[N:37]=1.C[Si]([N-][Si](C)(C)C)(C)C.[Li+], predict the reaction product. The product is: [Br:1][C:2]1[CH:7]=[CH:6][C:5]([N:8]2[C:17]3[C:12](=[CH:13][C:14]([S:18]([NH:42][C:38]4[N:37]=[N:36][CH:41]=[CH:40][CH:39]=4)(=[O:20])=[O:21])=[CH:15][CH:16]=3)[CH:11]=[CH:10][C:9]2=[O:33])=[C:4]([O:34][CH3:35])[CH:3]=1. (2) Given the reactants [CH2:1]([O:3][C:4]([CH:6]1[CH2:11][C:10](=[O:12])[CH:9]=[CH:8][O:7]1)=[O:5])[CH3:2], predict the reaction product. The product is: [CH2:1]([O:3][C:4]([CH:6]1[CH2:11][C:10](=[O:12])[CH2:9][CH2:8][O:7]1)=[O:5])[CH3:2]. (3) Given the reactants [S-:1][C:2]#[N:3].[NH4+].[C:5](Cl)(=[O:12])[C:6]1[CH:11]=[CH:10][CH:9]=[CH:8][CH:7]=1.[Br:14][C:15]1[N:20]=[C:19]([Cl:21])[C:18]([NH2:22])=[CH:17][CH:16]=1.O, predict the reaction product. The product is: [Br:14][C:15]1[N:20]=[C:19]([Cl:21])[C:18]([NH:22][C:2]([NH:3][C:5](=[O:12])[C:6]2[CH:11]=[CH:10][CH:9]=[CH:8][CH:7]=2)=[S:1])=[CH:17][CH:16]=1. (4) Given the reactants [CH3:1][N:2]([CH2:10][CH:11]=O)[C:3](=[O:9])[O:4][C:5]([CH3:8])([CH3:7])[CH3:6].Cl.Cl.[CH2:15]([C:19]1([N:25]([CH3:27])[CH3:26])[CH2:24][CH2:23][NH:22][CH2:21][CH2:20]1)[CH2:16][CH2:17][CH3:18].C([BH3-])#N.[Na+].CO.C(Cl)(Cl)Cl, predict the reaction product. The product is: [CH2:15]([C:19]1([N:25]([CH3:27])[CH3:26])[CH2:24][CH2:23][N:22]([CH2:11][CH2:10][N:2]([CH3:1])[C:3](=[O:9])[O:4][C:5]([CH3:8])([CH3:7])[CH3:6])[CH2:21][CH2:20]1)[CH2:16][CH2:17][CH3:18]. (5) Given the reactants [F:1][C:2]1[CH:7]=[CH:6][C:5]([C:8]2[N:12]=[N:11][N:10]([CH3:13])[C:9]=2[CH2:14][O:15][C:16]2[N:17]=[CH:18][C:19]([C:22]([OH:24])=O)=[N:20][CH:21]=2)=[CH:4][CH:3]=1.[NH2:25][CH:26]1[CH2:31][CH2:30][O:29][CH2:28][CH2:27]1, predict the reaction product. The product is: [O:29]1[CH2:30][CH2:31][CH:26]([NH:25][C:22]([C:19]2[CH:18]=[N:17][C:16]([O:15][CH2:14][C:9]3[N:10]([CH3:13])[N:11]=[N:12][C:8]=3[C:5]3[CH:6]=[CH:7][C:2]([F:1])=[CH:3][CH:4]=3)=[CH:21][N:20]=2)=[O:24])[CH2:27][CH2:28]1. (6) Given the reactants [N+](=[CH:3][C:4](=[O:13])[CH2:5][C:6]1[CH:11]=[CH:10][C:9]([I:12])=[CH:8][CH:7]=1)=[N-].Cl[O:15][C:16]([CH3:19])(C)C.[CH2:20]([OH:22])[CH3:21], predict the reaction product. The product is: [CH2:20]([O:22][CH:3]([O:15][CH2:16][CH3:19])[C:4](=[O:13])[CH2:5][C:6]1[CH:11]=[CH:10][C:9]([I:12])=[CH:8][CH:7]=1)[CH3:21]. (7) Given the reactants [C:1]([NH:4][C:5]1[CH:13]=[C:12]([C:14]2[CH2:18][C:17]([C:23]3[CH:28]=[C:27]([Cl:29])[CH:26]=[C:25]([Cl:30])[CH:24]=3)([C:19]([F:22])([F:21])[F:20])[O:16][N:15]=2)[CH:11]=[CH:10][C:6]=1[C:7]([NH2:9])=[O:8])(=[O:3])[CH3:2], predict the reaction product. The product is: [C:1]([NH:4][C:5]1[CH:13]=[C:12]([C:14]2[CH2:18][C:17]([C:23]3[CH:28]=[C:27]([Cl:29])[CH:26]=[C:25]([Cl:30])[CH:24]=3)([C:19]([F:22])([F:20])[F:21])[O:16][N:15]=2)[CH:11]=[CH:10][C:6]=1[C:7]([NH:9][CH:14]=[N:15][O:16][CH3:17])=[O:8])(=[O:3])[CH3:2]. (8) Given the reactants C[O:2][C:3]1[CH:11]=[CH:10][C:9]2[N:8]3[CH2:12][CH2:13][CH2:14][N:15]=[C:7]3[C:6]3(OCCC[O:16]3)[C:5]=2[CH:4]=1.B(Br)(Br)Br.[NH4+].[OH-], predict the reaction product. The product is: [OH:2][C:3]1[CH:11]=[CH:10][C:9]2[N:8]3[CH2:12][CH2:13][CH2:14][N:15]=[C:7]3[C:6](=[O:16])[C:5]=2[CH:4]=1.